This data is from Forward reaction prediction with 1.9M reactions from USPTO patents (1976-2016). The task is: Predict the product of the given reaction. (1) Given the reactants [CH3:1][C@@H:2]1[O:7][C@H:6]([CH3:8])[CH2:5][N:4]([C:9]2[C:14]([CH:15]=[O:16])=[CH:13][C:12](B3OC(C)(C)C(C)(C)O3)=[CH:11][N:10]=2)[CH2:3]1.Br[C:27]1[S:31][C:30]([C:32]2[N:33]=[N:34][NH:35][N:36]=2)=[CH:29][CH:28]=1, predict the reaction product. The product is: [CH3:8][C@H:6]1[O:7][C@@H:2]([CH3:1])[CH2:3][N:4]([C:9]2[C:14]([CH:15]=[O:16])=[CH:13][C:12]([C:27]3[S:31][C:30]([C:32]4[NH:33][N:34]=[N:35][N:36]=4)=[CH:29][CH:28]=3)=[CH:11][N:10]=2)[CH2:5]1. (2) Given the reactants [N:1]([CH2:4][CH2:5][O:6][CH2:7][CH2:8][O:9][CH2:10][CH2:11][O:12][CH2:13][CH2:14][N:15]1[C:19](=[O:20])[NH:18][NH:17][C:16]1=[O:21])=[N+:2]=[N-:3], predict the reaction product. The product is: [N:1]([CH2:4][CH2:5][O:6][CH2:7][CH2:8][O:9][CH2:10][CH2:11][O:12][CH2:13][CH2:14][N:15]1[C:16](=[O:21])[N:17]=[N:18][C:19]1=[O:20])=[N+:2]=[N-:3]. (3) Given the reactants CC1(C)[O:6][C@H:5]([CH2:7][O:8][C:9]2[CH:14]=[CH:13][C:12]([C:15]([C:20]3[CH:25]=[CH:24][C:23]([C:26]#[C:27][CH:28]([OH:33])[C:29]([CH3:32])([CH3:31])[CH3:30])=[C:22]([CH3:34])[CH:21]=3)([CH2:18][CH3:19])[CH2:16][CH3:17])=[CH:11][C:10]=2[CH3:35])[CH2:4][O:3]1.Cl.C([O-])(O)=O.[Na+], predict the reaction product. The product is: [CH2:16]([C:15]([C:12]1[CH:13]=[CH:14][C:9]([O:8][CH2:7][C@@H:5]([OH:6])[CH2:4][OH:3])=[C:10]([CH3:35])[CH:11]=1)([C:20]1[CH:25]=[CH:24][C:23]([C:26]#[C:27][CH:28]([OH:33])[C:29]([CH3:31])([CH3:32])[CH3:30])=[C:22]([CH3:34])[CH:21]=1)[CH2:18][CH3:19])[CH3:17]. (4) Given the reactants C([O:3][C:4](=[O:40])[CH:5]([CH:27]1[CH2:32][CH2:31][N:30]([C:33]([O:35][C:36]([CH3:39])([CH3:38])[CH3:37])=[O:34])[CH2:29][CH2:28]1)[S:6][C:7]1[CH:8]=[N:9][C:10]([NH:20][C:21]2[S:22][CH:23]=[C:24]([CH3:26])[N:25]=2)=[C:11]([O:13][C:14]2[CH:19]=[CH:18][CH:17]=[CH:16][CH:15]=2)[CH:12]=1)C.[OH-].[Na+], predict the reaction product. The product is: [C:36]([O:35][C:33]([N:30]1[CH2:29][CH2:28][CH:27]([CH:5]([S:6][C:7]2[CH:8]=[N:9][C:10]([NH:20][C:21]3[S:22][CH:23]=[C:24]([CH3:26])[N:25]=3)=[C:11]([O:13][C:14]3[CH:19]=[CH:18][CH:17]=[CH:16][CH:15]=3)[CH:12]=2)[C:4]([OH:40])=[O:3])[CH2:32][CH2:31]1)=[O:34])([CH3:39])([CH3:38])[CH3:37]. (5) Given the reactants [CH3:1][O:2][C:3]1[CH:4]=[C:5]2[C:10](=[CH:11][C:12]=1[O:13][CH3:14])[N:9]=[CH:8][CH:7]=[C:6]2[O:15][C:16]1[CH:22]=[CH:21][C:19]([NH2:20])=[C:18]([F:23])[CH:17]=1.ClC(Cl)(O[C:28](=[O:34])OC(Cl)(Cl)Cl)Cl.[CH2:36]([NH2:40])[CH2:37][CH2:38][CH3:39].C(=O)([O-])O.[Na+], predict the reaction product. The product is: [CH2:36]([NH:40][C:28]([NH:20][C:19]1[CH:21]=[CH:22][C:16]([O:15][C:6]2[C:5]3[C:10](=[CH:11][C:12]([O:13][CH3:14])=[C:3]([O:2][CH3:1])[CH:4]=3)[N:9]=[CH:8][CH:7]=2)=[CH:17][C:18]=1[F:23])=[O:34])[CH2:37][CH2:38][CH3:39]. (6) Given the reactants C(OC([NH:8][CH2:9][CH2:10][NH:11][C:12](=[O:59])[CH2:13][O:14][C:15]1[CH:58]=[CH:57][C:18]([C:19]([C:21]2[CH:56]=[CH:55][C:24]([O:25][CH2:26][C:27]([NH:29][C:30]3[CH:35]=[CH:34][C:33]([C:36]4[CH:41]=[CH:40][C:39]([CH:42]([CH3:53])[C:43]([O:45][CH2:46][C:47]5[CH:52]=[CH:51][CH:50]=[CH:49][CH:48]=5)=[O:44])=[CH:38][C:37]=4[F:54])=[CH:32][CH:31]=3)=[O:28])=[CH:23][CH:22]=2)=[O:20])=[CH:17][CH:16]=1)=O)(C)(C)C, predict the reaction product. The product is: [NH2:8][CH2:9][CH2:10][NH:11][C:12](=[O:59])[CH2:13][O:14][C:15]1[CH:58]=[CH:57][C:18]([C:19]([C:21]2[CH:22]=[CH:23][C:24]([O:25][CH2:26][C:27]([NH:29][C:30]3[CH:35]=[CH:34][C:33]([C:36]4[CH:41]=[CH:40][C:39]([CH:42]([CH3:53])[C:43]([O:45][CH2:46][C:47]5[CH:52]=[CH:51][CH:50]=[CH:49][CH:48]=5)=[O:44])=[CH:38][C:37]=4[F:54])=[CH:32][CH:31]=3)=[O:28])=[CH:55][CH:56]=2)=[O:20])=[CH:17][CH:16]=1.